Dataset: Forward reaction prediction with 1.9M reactions from USPTO patents (1976-2016). Task: Predict the product of the given reaction. (1) Given the reactants [Br:1][C:2]1[CH:7]=[CH:6][N:5]=[C:4]2[N:8]([CH3:12])[CH:9]=[C:10](I)[C:3]=12.[CH3:13][N:14]1[C:22]2[C:17](=[CH:18][CH:19]=[C:20](B3OC(C)(C)C(C)(C)O3)[CH:21]=2)[CH2:16][CH:15]1[CH3:32].C(=O)([O-])[O-].[Na+].[Na+].C(#N)C, predict the reaction product. The product is: [Br:1][C:2]1[CH:7]=[CH:6][N:5]=[C:4]2[N:8]([CH3:12])[CH:9]=[C:10]([C:20]3[CH:21]=[C:22]4[C:17]([CH2:16][CH:15]([CH3:32])[N:14]4[CH3:13])=[CH:18][CH:19]=3)[C:3]=12. (2) The product is: [CH:20]1([C:18]2[N:24]=[N:25][C:2]3[CH:1]4[CH2:8][CH2:7][CH:4]([C:3]=3[CH:17]=2)[CH2:5][CH2:6]4)[CH2:22][CH2:21]1. Given the reactants [CH:1]12[CH2:8][CH2:7][CH:4]([CH2:5][CH2:6]1)[C:3](=O)[C:2]2=O.COP([CH2:17][C:18]([CH:20]1[CH2:22][CH2:21]1)=O)(=O)OC.O.[NH2:24][NH2:25], predict the reaction product. (3) Given the reactants [CH:1]1([CH2:4][N:5]([C@@H:13]2[CH2:15][C@H:14]2[C:16]2[CH:21]=[CH:20][C:19]([N:22]3[CH2:30][C:29]4[C:24](=[CH:25][CH:26]=[CH:27][CH:28]=4)[C:23]3=[O:31])=[CH:18][CH:17]=2)C(=O)OC(C)(C)C)[CH2:3][CH2:2]1.[ClH:32].COC1CCCC1, predict the reaction product. The product is: [ClH:32].[CH:1]1([CH2:4][NH:5][C@@H:13]2[CH2:15][C@H:14]2[C:16]2[CH:21]=[CH:20][C:19]([N:22]3[CH2:30][C:29]4[C:24](=[CH:25][CH:26]=[CH:27][CH:28]=4)[C:23]3=[O:31])=[CH:18][CH:17]=2)[CH2:2][CH2:3]1. (4) Given the reactants [F:1][CH2:2][CH:3]([N:6]1[CH2:12][CH2:11][C:10]2[CH:13]=[C:14]([O:20][CH3:21])[C:15]([N+:17]([O-])=O)=[CH:16][C:9]=2[CH2:8][CH2:7]1)[CH2:4][F:5].CO, predict the reaction product. The product is: [F:5][CH2:4][CH:3]([N:6]1[CH2:7][CH2:8][C:9]2[CH:16]=[C:15]([NH2:17])[C:14]([O:20][CH3:21])=[CH:13][C:10]=2[CH2:11][CH2:12]1)[CH2:2][F:1]. (5) Given the reactants Cl[C:2]1[N:3]=[C:4]([N:21]2[CH2:26][CH2:25][O:24][CH2:23][CH2:22]2)[C:5]2[S:10][C:9]([C:11]3[CH:12]=[C:13]([CH2:17][CH2:18][CH2:19][OH:20])[CH:14]=[CH:15][CH:16]=3)=[CH:8][C:6]=2[N:7]=1.[NH2:27][C:28]1[N:33]=[CH:32][C:31](B2OC(C)(C)C(C)(C)O2)=[CH:30][N:29]=1, predict the reaction product. The product is: [NH2:27][C:28]1[N:33]=[CH:32][C:31]([C:2]2[N:3]=[C:4]([N:21]3[CH2:26][CH2:25][O:24][CH2:23][CH2:22]3)[C:5]3[S:10][C:9]([C:11]4[CH:12]=[C:13]([CH2:17][CH2:18][CH2:19][OH:20])[CH:14]=[CH:15][CH:16]=4)=[CH:8][C:6]=3[N:7]=2)=[CH:30][N:29]=1.